From a dataset of Full USPTO retrosynthesis dataset with 1.9M reactions from patents (1976-2016). Predict the reactants needed to synthesize the given product. (1) Given the product [C:1]([NH:5][C:6]([C:8]1[C:9]2[CH2:10][C@H:11]3[CH2:23][C@H:12]3[C:13]=2[N:14]([C:16]2[CH:21]=[C:20]([Cl:24])[CH:19]=[CH:18][N:17]=2)[N:15]=1)=[O:7])([CH3:4])([CH3:3])[CH3:2], predict the reactants needed to synthesize it. The reactants are: [C:1]([NH:5][C:6]([C:8]1[C:9]2[CH2:10][C@H:11]3[CH2:23][C@H:12]3[C:13]=2[N:14]([C:16]2[CH:21]=[C:20](Br)[CH:19]=[CH:18][N:17]=2)[N:15]=1)=[O:7])([CH3:4])([CH3:3])[CH3:2].[Cl-:24].[Li+]. (2) Given the product [OH2:25].[OH2:25].[ClH:39].[NH2:24][C:13]1[C:12]([OH:27])=[C:11]2[C:16]([CH2:17][C@@H:18]3[C:9]([C:10]2=[O:28])=[C:8]([OH:29])[C@@:7]2([OH:30])[C@H:20]([C@H:3]([N:2]([CH3:1])[CH3:36])[C:4]([OH:35])=[C:5]([C:32]([NH2:34])=[O:33])[C:6]2=[O:31])[CH2:19]3)=[C:15]([N:21]([CH3:23])[CH3:22])[CH:14]=1, predict the reactants needed to synthesize it. The reactants are: [CH3:1][N:2]([CH3:36])[C@H:3]1[C@H:20]2[C@:7]([OH:30])([C:8]([OH:29])=[C:9]3[C@H:18]([CH2:19]2)[CH2:17][C:16]2[C:11](=[C:12]([OH:27])[C:13]([N+:24]([O-])=[O:25])=[CH:14][C:15]=2[N:21]([CH3:23])[CH3:22])[C:10]3=[O:28])[C:6](=[O:31])[C:5]([C:32]([NH2:34])=[O:33])=[C:4]1[OH:35].N#N.[ClH:39]. (3) Given the product [ClH:15].[ClH:15].[CH3:16][O:17][C:18]1[C:26]2[O:25][C:24]([CH3:28])([CH3:27])[CH2:23][C:22]=2[C:21]([C:29]2[C@H:38]3[C@H:33]([CH2:34][CH:35]=[CH:36][CH2:37]3)[C:32](=[O:39])[N:31]([CH2:40][C:36]3[CH:37]=[CH:38][C:33]([C:32]([N:4]4[CH2:3][CH2:2][N:1]([CH2:7][CH2:8][N:9]5[CH2:10][CH2:11][O:12][CH2:13][CH2:14]5)[CH2:6][CH2:5]4)=[O:39])=[CH:34][CH:35]=3)[N:30]=2)=[CH:20][CH:19]=1, predict the reactants needed to synthesize it. The reactants are: [N:1]1([CH2:7][CH2:8][N:9]2[CH2:14][CH2:13][O:12][CH2:11][CH2:10]2)[CH2:6][CH2:5][NH:4][CH2:3][CH2:2]1.[ClH:15].[CH3:16][O:17][C:18]1[C:26]2[O:25][C:24]([CH3:28])([CH3:27])[CH2:23][C:22]=2[C:21]([C:29]2[C@@H:38]3[C@@H:33]([CH2:34][CH:35]=[CH:36][CH2:37]3)[C:32](=[O:39])[N:31]([C:40]3C=CC(C(N4CCN(C/C=C/C5C=CC=CC=5)CC4)=O)=CC=3)[N:30]=2)=[CH:20][CH:19]=1. (4) Given the product [CH2:6]([O:5][C:3](=[O:4])[CH:2]([S:20][C:16]1[N:15]([CH3:14])[CH:19]=[CH:18][N:17]=1)[CH2:8][CH2:9][CH2:10][CH2:11][CH2:12][CH3:13])[CH3:7], predict the reactants needed to synthesize it. The reactants are: Br[CH:2]([CH2:8][CH2:9][CH2:10][CH2:11][CH2:12][CH3:13])[C:3]([O:5][CH2:6][CH3:7])=[O:4].[CH3:14][N:15]1[CH:19]=[CH:18][N:17]=[C:16]1[SH:20].